Dataset: Reaction yield outcomes from USPTO patents with 853,638 reactions. Task: Predict the reaction yield, written as a fraction of the theoretical maximum amount of product (1.0 means a 100% yield; for example, 0.34 means a 34% yield). (1) The reactants are [OH:1][C:2]12[CH2:16][CH:15]([CH3:17])[CH2:14][C:13](=[O:18])[CH:12]1[CH2:11][CH2:10][CH2:9][CH2:8][CH2:7][CH2:6][CH2:5][CH2:4][CH2:3]2.[CH:19](OCC)=[CH2:20].C1(C)C=CC(S([O-])(=O)=O)=CC=1.[NH+]1C=CC=CC=1.[NH4+].[Cl-]. The catalyst is C1COCC1. The product is [CH:19]([O:1][C:2]12[CH2:16][CH:15]([CH3:17])[CH2:14][C:13](=[O:18])[CH:12]1[CH2:11][CH2:10][CH2:9][CH2:8][CH2:7][CH2:6][CH2:5][CH2:4][CH2:3]2)=[CH2:20]. The yield is 0.190. (2) The reactants are [Br:1][C:2]1[C:3]([NH:9][C:10]2[CH:15]=[CH:14][CH:13]=[CH:12][C:11]=2[O:16][CH3:17])=[N:4][C:5](Cl)=[N:6][CH:7]=1.Cl.[CH2:19]([N:21]([CH2:32][CH3:33])[CH2:22][CH2:23][O:24][C:25]1[CH:31]=[CH:30][C:28]([NH2:29])=[CH:27][CH:26]=1)[CH3:20].Cl.O. The catalyst is C(O)CCC. The product is [Br:1][C:2]1[C:3]([NH:9][C:10]2[CH:15]=[CH:14][CH:13]=[CH:12][C:11]=2[O:16][CH3:17])=[N:4][C:5]([NH:29][C:28]2[CH:27]=[CH:26][C:25]([O:24][CH2:23][CH2:22][N:21]([CH2:32][CH3:33])[CH2:19][CH3:20])=[CH:31][CH:30]=2)=[N:6][CH:7]=1. The yield is 0.650.